The task is: Regression/Classification. Given a drug SMILES string, predict its absorption, distribution, metabolism, or excretion properties. Task type varies by dataset: regression for continuous measurements (e.g., permeability, clearance, half-life) or binary classification for categorical outcomes (e.g., BBB penetration, CYP inhibition). For this dataset (solubility_aqsoldb), we predict Y.. This data is from Aqueous solubility values for 9,982 compounds from the AqSolDB database. (1) The compound is O=C(O)COc1cccc(Cl)c1Cl. The Y is -2.81 log mol/L. (2) The molecule is Cc1cc2nc3c(=O)[nH]c(=O)nc-3n(CC(O)C(O)C(O)CO)c2cc1C. The Y is -3.65 log mol/L. (3) The compound is CCCCC(CC)C1CCON1CCOC(=O)NCCCCCCNC(=O)OCCN1OCCC1C(CC)CCCC. The Y is -5.79 log mol/L. (4) The drug is O=[N+]([O-])OCCOCCOCCO[N+](=O)[O-]. The Y is -1.56 log mol/L.